From a dataset of Full USPTO retrosynthesis dataset with 1.9M reactions from patents (1976-2016). Predict the reactants needed to synthesize the given product. (1) Given the product [CH2:3]([N:10]1[CH2:15][CH2:14][CH:13]([OH:16])[CH:12]([CH2:17][CH2:18][CH2:19][CH3:20])[CH2:11]1)[C:4]1[CH:5]=[CH:6][CH:7]=[CH:8][CH:9]=1, predict the reactants needed to synthesize it. The reactants are: [BH4-].[Na+].[CH2:3]([N:10]1[CH2:15][CH2:14][C:13](=[O:16])[CH:12]([CH2:17][CH2:18][CH2:19][CH3:20])[CH2:11]1)[C:4]1[CH:9]=[CH:8][CH:7]=[CH:6][CH:5]=1. (2) Given the product [CH3:14][O:15][C:16]([N:18]1[CH2:23][CH2:22][CH:21]([NH:24][C:1]([NH:45][C:40]2[CH:41]=[C:42]3[C:37](=[CH:38][CH:39]=2)[N:36]=[C:35]([NH:34][C@H:25]2[C:33]4[C:28](=[CH:29][CH:30]=[CH:31][CH:32]=4)[CH2:27][CH2:26]2)[CH:44]=[CH:43]3)=[O:12])[CH2:20][CH2:19]1)=[O:17], predict the reactants needed to synthesize it. The reactants are: [C:1](=[O:12])(OC(Cl)(Cl)Cl)OC(Cl)(Cl)Cl.Cl.[CH3:14][O:15][C:16]([N:18]1[CH2:23][CH2:22][CH:21]([NH2:24])[CH2:20][CH2:19]1)=[O:17].[C@H:25]1([NH:34][C:35]2[CH:44]=[CH:43][C:42]3[C:37](=[CH:38][CH:39]=[C:40]([NH2:45])[CH:41]=3)[N:36]=2)[C:33]2[C:28](=[CH:29][CH:30]=[CH:31][CH:32]=2)[CH2:27][CH2:26]1. (3) Given the product [CH3:43][N:33]([C:30]1[CH:31]=[CH:32][C:27]([C:21]([OH:26])([C:5]2[N:4]([CH2:3][O:2][CH3:1])[CH:8]=[CH:7][N:6]=2)[C:22]([F:24])([F:25])[F:23])=[CH:28][CH:29]=1)[S:34]([C:37]1[CH:38]=[CH:39][CH:40]=[CH:41][CH:42]=1)(=[O:36])=[O:35], predict the reactants needed to synthesize it. The reactants are: [CH3:1][O:2][CH2:3][N:4]1[CH:8]=[CH:7][N:6]=[CH:5]1.C([Li])CCC.ClC1C=CC([C:21]([C:27]2[CH:32]=[CH:31][C:30]([N:33]([CH3:43])[S:34]([C:37]3[CH:42]=[CH:41][CH:40]=[CH:39][CH:38]=3)(=[O:36])=[O:35])=[CH:29][CH:28]=2)([OH:26])[C:22]([F:25])([F:24])[F:23])=CC=1. (4) Given the product [C:18]([NH:17][C:13]1[CH:12]=[C:11]([CH:8]2[CH2:9][CH2:10][N:5]([CH2:4][CH2:3][CH2:2][NH:1][C:32]([C:25]3[C:26]4[CH:31]=[CH:30][CH:29]=[CH:28][C:27]=4[S:23][CH:24]=3)=[O:33])[CH2:6][CH2:7]2)[CH:16]=[CH:15][CH:14]=1)(=[O:22])[CH:19]([CH3:20])[CH3:21], predict the reactants needed to synthesize it. The reactants are: [NH2:1][CH2:2][CH2:3][CH2:4][N:5]1[CH2:10][CH2:9][CH:8]([C:11]2[CH:12]=[C:13]([NH:17][C:18](=[O:22])[CH:19]([CH3:21])[CH3:20])[CH:14]=[CH:15][CH:16]=2)[CH2:7][CH2:6]1.[S:23]1[C:27]2[CH:28]=[CH:29][CH:30]=[CH:31][C:26]=2[C:25]([C:32](Cl)=[O:33])=[CH:24]1. (5) Given the product [CH3:12][O:13][CH2:14][C:15]1[C:20]([CH2:21][O:22][CH3:23])=[CH:19][CH:18]=[C:17]([N+:8]([O-:11])=[O:9])[C:16]=1[OH:24], predict the reactants needed to synthesize it. The reactants are: C(OC(=O)C)(=O)C.[N+:8]([O-:11])(O)=[O:9].[CH3:12][O:13][CH2:14][C:15]1[C:20]([CH2:21][O:22][CH3:23])=[CH:19][CH:18]=[CH:17][C:16]=1[OH:24].COCC1C(COC)=C([N+]([O-])=O)C=CC=1O. (6) Given the product [F:10][C:3]1[CH:4]=[C:5]([F:9])[C:6]([F:8])=[CH:7][C:2]=1[CH2:12][C:13]([OH:15])=[O:14], predict the reactants needed to synthesize it. The reactants are: Br[C:2]1[CH:7]=[C:6]([F:8])[C:5]([F:9])=[CH:4][C:3]=1[F:10].C(OCC)(=O)[CH2:12][C:13]([O:15]CC)=[O:14].CC(C)([O-])C.[Na+].C(OC1C=C(F)C(F)=CC=1F)(=O)CC([O-])=O. (7) Given the product [C:1]([O:5][C:6]([N:8]1[CH2:16][C:15]2[C:14]([N:17]([CH3:19])[CH3:18])=[N:13][CH:12]=[N:11][C:10]=2[CH2:9]1)=[O:7])([CH3:4])([CH3:3])[CH3:2], predict the reactants needed to synthesize it. The reactants are: [C:1]([O:5][C:6]([N:8]1[CH2:16][C:15]2[C:14]([N:17]([CH3:19])[CH3:18])=[N:13][C:12](Cl)=[N:11][C:10]=2[CH2:9]1)=[O:7])([CH3:4])([CH3:3])[CH3:2].C(N(CC)CC)C.